This data is from Drug-target binding data from BindingDB using Ki measurements. The task is: Regression. Given a target protein amino acid sequence and a drug SMILES string, predict the binding affinity score between them. We predict pKi (pKi = -log10(Ki in M); higher means stronger inhibition). Dataset: bindingdb_ki. (1) The small molecule is CC(C)C[C@H](CO)Nc1nc(SCc2cccc(C#N)c2)nc2nc(N)sc12. The target protein (P49238) has sequence MDQFPESVTENFEYDDLAEACYIGDIVVFGTVFLSIFYSVIFAIGLVGNLLVVFALTNSKKPKSVTDIYLLNLALSDLLFVATLPFWTHYLINEKGLHNAMCKFTTAFFFIGFFGSIFFITVISIDRYLAIVLAANSMNNRTVQHGVTISLGVWAAAILVAAPQFMFTKQKENECLGDYPEVLQEIWPVLRNVETNFLGFLLPLLIMSYCYFRIIQTLFSCKNHKKAKAIKLILLVVIVFFLFWTPYNVMIFLETLKLYDFFPSCDMRKDLRLALSVTETVAFSHCCLNPLIYAFAGEKFRRYLYHLYGKCLAVLCGRSVHVDFSSSESQRSRHGSVLSSNFTYHTSDGDALLLL. The pKi is 7.0. (2) The drug is O=C(O)CCc1cc(C(=O)c2ccc(OC3CCCC3)cc2O)ccc1OCc1ccc2c(O)noc2c1. The target protein (Q9HAW9) has sequence MARTGWTSPIPLCVSLLLTCGFAEAGKLLVVPMDGSHWFTMQSVVEKLILRGHEVVVVMPEVSWQLGKSLNCTVKTYSTSYTLEDLDREFMDFADAQWKAQVRSLFSLFLSSSNGFFNLFFSHCRSLFNDRKLVEYLKESSFDAVFLDPFDACGLIVAKYFSLPSVVFARGIACHYLEEGAQCPAPLSYVPRILLGFSDAMTFKERVRNHIMHLEEHLFCQYFSKNALEIASEILQTPVTAYDLYSHTSIWLLRTDFVLDYPKPVMPNMIFIGGINCHQGKPLPMEFEAYINASGEHGIVVFSLGSMVSEIPEKKAMAIADALGKIPQTVLWRYTGTRPSNLANNTILVKWLPQNDLLGHPMTRAFITHAGSHGVYESICNGVPMVMMPLFGDQMDNAKRMETKGAGVTLNVLEMTSEDLENALKAVINDKSYKENIMRLSSLHKDRPVEPLDLAVFWVEFVMRHKGAPHLRPAAHDLTWYQYHSLDVIGFLLAVVLTVA.... The pKi is 5.4.